From a dataset of Full USPTO retrosynthesis dataset with 1.9M reactions from patents (1976-2016). Predict the reactants needed to synthesize the given product. (1) Given the product [F:28][C:4]1[CH:3]=[C:2]([S:36][C:32]2[CH:33]=[CH:34][CH:35]=[C:30]([CH3:29])[CH:31]=2)[CH:7]=[CH:6][C:5]=1[C:8]1[CH:13]=[CH:12][C:11]([CH2:14][CH2:15][C:16]2([NH:24][C:25](=[O:27])[CH3:26])[CH2:21][O:20][C:19]([CH3:23])([CH3:22])[O:18][CH2:17]2)=[CH:10][CH:9]=1, predict the reactants needed to synthesize it. The reactants are: Br[C:2]1[CH:7]=[CH:6][C:5]([C:8]2[CH:13]=[CH:12][C:11]([CH2:14][CH2:15][C:16]3([NH:24][C:25](=[O:27])[CH3:26])[CH2:21][O:20][C:19]([CH3:23])([CH3:22])[O:18][CH2:17]3)=[CH:10][CH:9]=2)=[C:4]([F:28])[CH:3]=1.[CH3:29][C:30]1[CH:31]=[C:32]([SH:36])[CH:33]=[CH:34][CH:35]=1.C(N(C(C)C)CC)(C)C.O. (2) The reactants are: [CH3:1][C:2]1[CH:3]=[C:4]([N:9]([CH2:20][CH2:21][C:22]2[CH:27]=[CH:26][C:25]([CH3:28])=[CH:24][CH:23]=2)[C:10](=[O:19])[C:11](=[O:18])[C:12]2[CH:17]=[CH:16][CH:15]=[CH:14][CH:13]=2)[CH:5]=[CH:6][C:7]=1[CH3:8].[BH4-].[Na+]. Given the product [CH3:1][C:2]1[CH:3]=[C:4]([N:9]([CH2:20][CH2:21][C:22]2[CH:23]=[CH:24][C:25]([CH3:28])=[CH:26][CH:27]=2)[C:10](=[O:19])[CH:11]([OH:18])[C:12]2[CH:17]=[CH:16][CH:15]=[CH:14][CH:13]=2)[CH:5]=[CH:6][C:7]=1[CH3:8], predict the reactants needed to synthesize it. (3) Given the product [CH:1]1([CH2:4][NH:5][C:6](=[O:17])[NH:7][C:8]2[CH:9]=[CH:10][C:11]([C:12]([N:19]([CH:20]3[CH2:24][CH2:23][N:22]([C:25]([O:27][C:28]([CH3:31])([CH3:30])[CH3:29])=[O:26])[CH2:21]3)[CH3:18])=[O:14])=[CH:15][CH:16]=2)[CH2:2][CH2:3]1, predict the reactants needed to synthesize it. The reactants are: [CH:1]1([CH2:4][NH:5][C:6](=[O:17])[NH:7][C:8]2[CH:16]=[CH:15][C:11]([C:12]([OH:14])=O)=[CH:10][CH:9]=2)[CH2:3][CH2:2]1.[CH3:18][NH:19][CH:20]1[CH2:24][CH2:23][N:22]([C:25]([O:27][C:28]([CH3:31])([CH3:30])[CH3:29])=[O:26])[CH2:21]1.C(N(CC)CC)C.Cl.C(N=C=NCCCN(C)C)C. (4) Given the product [Br:1][C:2]1[CH:7]=[C:6]([NH2:8])[CH:5]=[CH:4][C:3]=1[Cl:11], predict the reactants needed to synthesize it. The reactants are: [Br:1][C:2]1[CH:7]=[C:6]([N+:8]([O-])=O)[CH:5]=[CH:4][C:3]=1[Cl:11]. (5) Given the product [CH2:13]([O:12][CH2:11][C:7]1([CH2:6][C:21]#[N:22])[CH2:10][CH2:9][CH2:8]1)[C:14]1[CH:19]=[CH:18][CH:17]=[CH:16][CH:15]=1, predict the reactants needed to synthesize it. The reactants are: CS(O[CH2:6][C:7]1([CH2:11][O:12][CH2:13][C:14]2[CH:19]=[CH:18][CH:17]=[CH:16][CH:15]=2)[CH2:10][CH2:9][CH2:8]1)(=O)=O.[K].[CH3:21][N:22](C)C=O.